This data is from Full USPTO retrosynthesis dataset with 1.9M reactions from patents (1976-2016). The task is: Predict the reactants needed to synthesize the given product. (1) Given the product [Cl:27][C:16]1[N:17]=[C:18]([N:21]2[CH2:22][CH2:23][O:24][CH2:25][CH2:26]2)[C:19]2[N:20]=[C:12]([CH2:11][N:8]3[CH2:30][CH2:29][N:28]([C:34]([CH3:39])([CH3:38])[C:35]([NH2:37])=[O:36])[CH2:33][CH2:7]3)[S:13][C:14]=2[N:15]=1, predict the reactants needed to synthesize it. The reactants are: N1(C2CC[N:8]([CH2:11][C:12]3[S:13][C:14]4[N:15]=[C:16]([Cl:27])[N:17]=[C:18]([N:21]5[CH2:26][CH2:25][O:24][CH2:23][CH2:22]5)[C:19]=4[N:20]=3)[CH2:7]C2)CCC1.[N:28]1([C:34]([CH3:39])([CH3:38])[C:35]([NH2:37])=[O:36])[CH2:33]CN[CH2:30][CH2:29]1. (2) Given the product [NH2:31][C:10]1[C:11]([NH:15][C:16]2[CH:17]=[C:18]([NH:23][C:24](=[O:30])[O:25][C:26]([CH3:28])([CH3:27])[CH3:29])[CH:19]=[C:20]([CH3:22])[CH:21]=2)=[N:12][CH:13]=[N:14][C:9]=1[N:8]([CH2:34][C:35]1[CH:36]=[CH:37][CH:38]=[CH:39][CH:40]=1)[CH2:1][C:2]1[CH:3]=[CH:4][CH:5]=[CH:6][CH:7]=1, predict the reactants needed to synthesize it. The reactants are: [CH2:1]([N:8]([CH2:34][C:35]1[CH:40]=[CH:39][CH:38]=[CH:37][CH:36]=1)[C:9]1[N:14]=[CH:13][N:12]=[C:11]([NH:15][C:16]2[CH:17]=[C:18]([NH:23][C:24](=[O:30])[O:25][C:26]([CH3:29])([CH3:28])[CH3:27])[CH:19]=[C:20]([CH3:22])[CH:21]=2)[C:10]=1[N+:31]([O-])=O)[C:2]1[CH:7]=[CH:6][CH:5]=[CH:4][CH:3]=1.[NH4+].[Cl-]. (3) Given the product [F:3][C:4]1[CH:11]=[CH:10][C:7](/[CH:8]=[C:18](\[CH:13]([CH3:12])[C:14]([OH:16])=[O:15])/[C:19]([OH:21])=[O:20])=[CH:6][CH:5]=1, predict the reactants needed to synthesize it. The reactants are: [H-].[Na+].[F:3][C:4]1[CH:11]=[CH:10][C:7]([CH:8]=O)=[CH:6][CH:5]=1.[CH3:12][CH:13]([CH2:18][C:19]([O:21]C)=[O:20])[C:14]([O:16]C)=[O:15].[OH-].[Na+]. (4) Given the product [C:1]([O:5][C:6](=[O:26])[N:7]([CH2:8][CH2:9][C:10]1[CH:15]=[CH:14][C:13]([NH2:16])=[CH:12][CH:11]=1)[CH2:19][C:20]1[CH:25]=[CH:24][CH:23]=[CH:22][CH:21]=1)([CH3:4])([CH3:2])[CH3:3], predict the reactants needed to synthesize it. The reactants are: [C:1]([O:5][C:6](=[O:26])[N:7]([CH2:19][C:20]1[CH:25]=[CH:24][CH:23]=[CH:22][CH:21]=1)[CH2:8][CH2:9][C:10]1[CH:15]=[CH:14][C:13]([N+:16]([O-])=O)=[CH:12][CH:11]=1)([CH3:4])([CH3:3])[CH3:2]. (5) Given the product [Cl:10][C:11]1[CH:18]=[CH:17][C:14]([CH:15]2[C:2]([C:1]([O:7][CH2:8][CH3:9])=[O:6])=[C:3]([CH3:5])[NH:19][C:3]([CH3:5])=[C:2]2[C:1]([O:7][CH2:8][CH3:9])=[O:20])=[CH:13][CH:12]=1, predict the reactants needed to synthesize it. The reactants are: [C:1]([O:7][CH2:8][CH3:9])(=[O:6])[CH2:2][C:3]([CH3:5])=O.[Cl:10][C:11]1[CH:18]=[CH:17][C:14]([CH:15]=O)=[CH:13][CH:12]=1.[NH4+:19].[OH-:20]. (6) Given the product [C:8]([C:10](=[C:3]([CH:5]1[CH2:7][CH2:6]1)[CH2:1][CH3:2])[C:11]([O:13][CH3:14])=[O:12])#[N:9], predict the reactants needed to synthesize it. The reactants are: [CH2:1]([C:3]([CH:5]1[CH2:7][CH2:6]1)=O)[CH3:2].[C:8]([CH2:10][C:11]([O:13][CH3:14])=[O:12])#[N:9]. (7) Given the product [C:1]([CH:5]1[CH2:6][CH2:7][CH:8]([C:11]2[CH:16]=[CH:15][C:14]([CH:17]=[O:18])=[CH:13][C:12]=2[N:19]2[CH2:24][CH2:23][N:22]([CH2:25][CH2:26][CH2:27][CH3:28])[CH2:21][CH2:20]2)[CH2:9][CH2:10]1)([CH3:4])([CH3:3])[CH3:2], predict the reactants needed to synthesize it. The reactants are: [C:1]([CH:5]1[CH2:10][CH2:9][CH:8]([C:11]2[CH:16]=[CH:15][C:14]([CH2:17][OH:18])=[CH:13][C:12]=2[N:19]2[CH2:24][CH2:23][N:22]([CH2:25][CH2:26][CH2:27][CH3:28])[CH2:21][CH2:20]2)[CH2:7][CH2:6]1)([CH3:4])([CH3:3])[CH3:2]. (8) Given the product [CH2:18]([C:22]1[N:26]([C:27]2[CH:32]=[CH:31][CH:30]=[CH:29][CH:28]=2)[N:25]=[C:24]([CH2:33][NH:17][CH2:16][CH2:15][N:12]2[CH2:11][CH2:10][N:9]([C:3]3[CH:4]=[CH:5][CH:6]=[C:7]([CH3:8])[C:2]=3[CH3:1])[CH2:14][CH2:13]2)[CH:23]=1)[CH:19]([CH3:21])[CH3:20], predict the reactants needed to synthesize it. The reactants are: [CH3:1][C:2]1[C:7]([CH3:8])=[CH:6][CH:5]=[CH:4][C:3]=1[N:9]1[CH2:14][CH2:13][N:12]([CH2:15][CH2:16][NH2:17])[CH2:11][CH2:10]1.[CH2:18]([C:22]1[N:26]([C:27]2[CH:32]=[CH:31][CH:30]=[CH:29][CH:28]=2)[N:25]=[C:24]([CH:33]=O)[CH:23]=1)[CH:19]([CH3:21])[CH3:20]. (9) The reactants are: [Cl:1][C:2]1[CH:7]=[CH:6][CH:5]=[CH:4][C:3]=1[C:8]1[C:9]([CH:22](O)[CH3:23])=[N:10][C:11]2[C:16]([N:17]=1)=[C:15]([C:18]([F:21])([F:20])[F:19])[CH:14]=[CH:13][CH:12]=2.O1CCCC1.C1(P(C2C=CC=CC=2)C2C=CC=CC=2)C=CC=CC=1.[C:49]1(=[O:59])[NH:53][C:52](=[O:54])[C:51]2=[CH:55][CH:56]=[CH:57][CH:58]=[C:50]12.N(C(OC(C)C)=O)=NC(OC(C)C)=O. Given the product [Cl:1][C:2]1[CH:7]=[CH:6][CH:5]=[CH:4][C:3]=1[C:8]1[C:9]([CH:22]([N:53]2[C:49](=[O:59])[C:50]3[C:51](=[CH:55][CH:56]=[CH:57][CH:58]=3)[C:52]2=[O:54])[CH3:23])=[N:10][C:11]2[C:16]([N:17]=1)=[C:15]([C:18]([F:20])([F:21])[F:19])[CH:14]=[CH:13][CH:12]=2, predict the reactants needed to synthesize it.